The task is: Predict the reaction yield, written as a fraction of the theoretical maximum amount of product (1.0 means a 100% yield; for example, 0.34 means a 34% yield).. This data is from Reaction yield outcomes from USPTO patents with 853,638 reactions. (1) The reactants are [CH3:1][O:2][C:3](=[O:13])[C@H:4]([CH2:6][C:7]1[CH:12]=[CH:11][CH:10]=[CH:9][CH:8]=1)[NH2:5].[Cl:14][CH2:15][C:16](Cl)=[O:17]. No catalyst specified. The product is [CH3:1][O:2][C:3](=[O:13])[CH:4]([NH:5][C:16](=[O:17])[CH2:15][Cl:14])[CH2:6][C:7]1[CH:12]=[CH:11][CH:10]=[CH:9][CH:8]=1. The yield is 0.920. (2) The reactants are [CH:1]1([NH:6][C:7]2[CH:8]=[C:9]([O:25][CH3:26])[CH:10]=[C:11]3[C:15]=2[NH:14][C:13]([C:16]2[S:17][CH2:18][C@@H:19]([CH2:21][C:22](O)=[O:23])[N:20]=2)=[CH:12]3)[CH2:5][CH2:4][CH2:3][CH2:2]1.[NH:27]1[CH2:32][CH2:31][O:30][CH2:29][CH2:28]1. No catalyst specified. The product is [CH:1]1([NH:6][C:7]2[CH:8]=[C:9]([O:25][CH3:26])[CH:10]=[C:11]3[C:15]=2[NH:14][C:13]([C:16]2[S:17][CH2:18][C@@H:19]([CH2:21][C:22]([N:27]4[CH2:32][CH2:31][O:30][CH2:29][CH2:28]4)=[O:23])[N:20]=2)=[CH:12]3)[CH2:2][CH2:3][CH2:4][CH2:5]1. The yield is 0.240.